From a dataset of TCR-epitope binding with 47,182 pairs between 192 epitopes and 23,139 TCRs. Binary Classification. Given a T-cell receptor sequence (or CDR3 region) and an epitope sequence, predict whether binding occurs between them. (1) The epitope is IVDTVSALV. The TCR CDR3 sequence is CASSLVGGVNTEAFF. Result: 1 (the TCR binds to the epitope). (2) The epitope is RLDKVEAEV. The TCR CDR3 sequence is CASSELTSRTYEQYF. Result: 0 (the TCR does not bind to the epitope).